Dataset: Reaction yield outcomes from USPTO patents with 853,638 reactions. Task: Predict the reaction yield, written as a fraction of the theoretical maximum amount of product (1.0 means a 100% yield; for example, 0.34 means a 34% yield). (1) The reactants are C(O[CH:4](OCC)[CH2:5][N:6]1[C:14]2[CH2:13][CH2:12][CH2:11][CH2:10][C:9]=2[CH:8]=[C:7]1[C:15]([NH2:17])=[O:16])C.C(=O)([O-])[O-].[Na+].[Na+]. The catalyst is C(O)(=O)C. The product is [C:15]1(=[O:16])[C:7]2=[CH:8][C:9]3[CH2:10][CH2:11][CH2:12][CH2:13][C:14]=3[N:6]2[CH:5]=[CH:4][NH:17]1. The yield is 0.880. (2) The reactants are [CH3:1][C:2]1[N:7]=[CH:6][C:5]([NH:8][C:9]2[CH:18]=[CH:17][C:12]([C:13]([O:15]C)=[O:14])=[CH:11][N:10]=2)=[CH:4][CH:3]=1.[OH-].[Na+].Cl. The catalyst is CO. The product is [CH3:1][C:2]1[N:7]=[CH:6][C:5]([NH:8][C:9]2[CH:18]=[CH:17][C:12]([C:13]([OH:15])=[O:14])=[CH:11][N:10]=2)=[CH:4][CH:3]=1. The yield is 1.00. (3) The reactants are C(O)(C(F)(F)F)=O.[F:8][C:9]1[CH:10]=[C:11]([NH:20][C:21]([C@@H:23]2[N:32](C(OC(C)(C)C)=O)[CH2:31][CH2:30][C:29]3[N:28]=[C:27]([O:40][CH3:41])[CH:26]=[CH:25][C:24]2=3)=[O:22])[CH:12]=[C:13]([F:19])[C:14]=1[Si:15]([CH3:18])([CH3:17])[CH3:16].C(=O)([O-])O.[Na+]. No catalyst specified. The product is [F:19][C:13]1[CH:12]=[C:11]([NH:20][C:21]([C@@H:23]2[NH:32][CH2:31][CH2:30][C:29]3[N:28]=[C:27]([O:40][CH3:41])[CH:26]=[CH:25][C:24]2=3)=[O:22])[CH:10]=[C:9]([F:8])[C:14]=1[Si:15]([CH3:18])([CH3:17])[CH3:16]. The yield is 0.950. (4) The reactants are [C:1]1(B(O)O)[CH:6]=[CH:5][C:4](B(O)O)=[CH:3][CH:2]=1.[C:13](=[O:16])([O-:15])[O-].[Cs+].[Cs+].Br[C:20]1[O:24][C:23]([C:25]([OH:27])=[O:26])=[CH:22][CH:21]=1. The catalyst is C(COC)OC.O.[Pd]. The product is [C:1]1([C:20]2[O:24][C:23]([C:25]([OH:27])=[O:26])=[CH:22][CH:21]=2)[CH:6]=[CH:5][C:4]([C:23]2[O:24][C:20]([C:13]([OH:15])=[O:16])=[CH:21][CH:22]=2)=[CH:3][CH:2]=1. The yield is 0.200. (5) The reactants are [NH2:1][C:2]1[CH:7]=[CH:6][C:5]([N:8]2[CH2:17][CH2:16][C:15]3[C:10](=[CH:11][CH:12]=[C:13]([O:18][CH3:19])[CH:14]=3)[CH:9]2[CH2:20][C:21]2[CH:26]=[CH:25][C:24]([O:27][CH2:28][C:29]3[CH:34]=[CH:33][CH:32]=[CH:31][CH:30]=3)=[CH:23][CH:22]=2)=[CH:4][CH:3]=1.[C:35](Cl)(=[O:37])[CH3:36]. The catalyst is C(Cl)Cl. The product is [C:35]([NH:1][C:2]1[CH:7]=[CH:6][C:5]([N:8]2[CH2:17][CH2:16][C:15]3[C:10](=[CH:11][CH:12]=[C:13]([O:18][CH3:19])[CH:14]=3)[CH:9]2[CH2:20][C:21]2[CH:26]=[CH:25][C:24]([O:27][CH2:28][C:29]3[CH:30]=[CH:31][CH:32]=[CH:33][CH:34]=3)=[CH:23][CH:22]=2)=[CH:4][CH:3]=1)(=[O:37])[CH3:36]. The yield is 0.870. (6) The reactants are ClC1C=CC(C2CC2)=CC=1C(NC(=O)[NH:8][C:9]1[S:10][C:11]2[CH:17]=[C:16]([S:18]([CH3:21])(=[O:20])=[O:19])[CH:15]=[CH:14][C:12]=2[N:13]=1)=O.C1C=C(Cl)[CH:33]=[C:32]([C:37](OO)=O)[CH:31]=1.[C:41](=[O:44])(O)[O-:42].[Na+]. The catalyst is C(Cl)Cl. The product is [NH2:8][C:9]1[S:10][C:11]2[CH:17]=[C:16]([S:18]([CH:21]3[CH2:11][CH2:12][N:13]([C:41]([O:42][C:32]([CH3:31])([CH3:33])[CH3:37])=[O:44])[CH2:9]3)(=[O:19])=[O:20])[CH:15]=[CH:14][C:12]=2[N:13]=1. The yield is 0.570. (7) No catalyst specified. The yield is 0.760. The reactants are [Br:1][C:2]1[CH:8]=[CH:7][C:6]([F:9])=[CH:5][C:3]=1N.N(OCCC(C)C)=O.[CH3:18][S:19]SC. The product is [Br:1][C:2]1[CH:8]=[CH:7][C:6]([F:9])=[CH:5][C:3]=1[S:19][CH3:18]. (8) The reactants are C[O-].[Na+].CC1C=CC(C([NH:11][C:12](=[S:23])[NH:13][C:14]2[CH:19]=[CH:18][CH:17]=[C:16]([N+:20]([O-:22])=[O:21])[CH:15]=2)=O)=CC=1.Cl. The catalyst is CO. The product is [N+:20]([C:16]1[CH:15]=[C:14]([NH:13][C:12]([NH2:11])=[S:23])[CH:19]=[CH:18][CH:17]=1)([O-:22])=[O:21]. The yield is 0.890. (9) The reactants are Cl.Cl[C:3]1[CH:8]=[CH:7][NH:6][C:5](=[O:9])[C:4]=1[C:10]1[NH:21][C:20]2[CH:19]=[C:18]3[C:14]([CH:15]=[N:16][NH:17]3)=[CH:13][C:12]=2[N:11]=1.Cl.[NH2:23][CH2:24][C@H:25]([C:27]1[CH:32]=[CH:31][CH:30]=[C:29]([Cl:33])[CH:28]=1)[OH:26].CN1CCOCC1. The catalyst is C(#N)C. The product is [Cl:33][C:29]1[CH:28]=[C:27]([C@H:25]([OH:26])[CH2:24][NH:23][C:3]2[CH:8]=[CH:7][NH:6][C:5](=[O:9])[C:4]=2[C:10]2[NH:21][C:20]3[CH:19]=[C:18]4[C:14]([CH:15]=[N:16][NH:17]4)=[CH:13][C:12]=3[N:11]=2)[CH:32]=[CH:31][CH:30]=1. The yield is 0.610. (10) The catalyst is ClCCl. The yield is 0.470. The reactants are [CH:1]1([NH2:4])[CH2:3][CH2:2]1.C(N(CC)C(C)C)(C)C.[Cl:14][C:15]1[N:20]=[C:19](Cl)[C:18]([N+:22]([O-:24])=[O:23])=[CH:17][N:16]=1. The product is [Cl:14][C:15]1[N:20]=[C:19]([NH:4][CH:1]2[CH2:3][CH2:2]2)[C:18]([N+:22]([O-:24])=[O:23])=[CH:17][N:16]=1.